This data is from Catalyst prediction with 721,799 reactions and 888 catalyst types from USPTO. The task is: Predict which catalyst facilitates the given reaction. (1) The catalyst class is: 61. Reactant: C([N:8]1[CH2:16][C:15]2[C:10](=[C:11]([O:18][CH3:19])[CH:12]=[CH:13][C:14]=2[Br:17])[CH2:9]1)C1C=CC=CC=1.[Cl:20]C(OC(Cl)C)=O. Product: [ClH:20].[Br:17][C:14]1[CH:13]=[CH:12][C:11]([O:18][CH3:19])=[C:10]2[C:15]=1[CH2:16][NH:8][CH2:9]2. (2) Reactant: [O:1]1[C:5]2([CH2:10][CH2:9][CH:8]([CH:11]([C:14]#[N:15])[C:12]#[N:13])[CH2:7][CH2:6]2)[O:4][CH2:3][CH2:2]1.Cl.[NH2:17][OH:18]. Product: [O:1]1[C:5]2([CH2:10][CH2:9][CH:8]([CH:11]3[C:12](=[NH:13])[O:18][NH:17][C:14]3=[NH:15])[CH2:7][CH2:6]2)[O:4][CH2:3][CH2:2]1. The catalyst class is: 17. (3) Reactant: [C:1]([C:3]1[CH:4]=[C:5]([CH:9]=[CH:10][C:11]=1[CH2:12][CH:13]([CH3:15])[CH3:14])[C:6](O)=O)#[N:2].[NH:16]([C:18](=[S:20])[NH2:19])[NH2:17]. Product: [NH2:19][C:18]1[S:20][C:6]([C:5]2[CH:9]=[CH:10][C:11]([CH2:12][CH:13]([CH3:15])[CH3:14])=[C:3]([CH:4]=2)[C:1]#[N:2])=[N:17][N:16]=1. The catalyst class is: 265. (4) Reactant: [CH3:1][C:2]([O:5][C:6]([NH:8][C@@H:9]([C:16]([OH:18])=O)[C:10]1[CH:15]=[CH:14][CH:13]=[CH:12][CH:11]=1)=[O:7])([CH3:4])[CH3:3].C[C@@H](O)[C@@H]1NC(=O)[C@H](CCN)NC(=O)[C@H](CCN)NC(=O)[C@H](CC(C)C)NC(=O)[C@@H](CC2C=CC=CC=2)NC(=O)[C@H](CCN)NC(=O)[C@@H](NC([C@@H](N)CCN)=O)CCNC1=O.OS(O)(=O)=O.CN(C(ON1N=NC2C=CC=NC1=2)=[N+](C)C)C.F[P-](F)(F)(F)(F)F.C(N(CC)C(C)C)(C)C.[CH3:118][C:119]([CH3:139])=[CH:120][CH2:121][CH2:122]/[C:123](/[CH3:138])=[CH:124]/[CH2:125][CH2:126]/[C:127](/[CH3:137])=[CH:128]/[CH2:129][S:130][CH2:131][C@H:132]([NH2:136])[C:133]([OH:135])=[O:134]. Product: [CH3:4][C:2]([CH3:1])([O:5][C:6](=[O:7])[NH:8][C@@H:9]([C:10]1[CH:11]=[CH:12][CH:13]=[CH:14][CH:15]=1)[C:16](=[O:18])[NH:136][C@H:132]([C:133]([OH:135])=[O:134])[CH2:131][S:130][CH2:129]/[CH:128]=[C:127](\[CH3:137])/[CH2:126][CH2:125]/[CH:124]=[C:123](\[CH3:138])/[CH2:122][CH2:121][CH:120]=[C:119]([CH3:139])[CH3:118])[CH3:3]. The catalyst class is: 2. (5) Reactant: [Br:1][C:2]1[C:10]2[O:9][CH2:8][C@@H:7]([N:11](C(=O)C(F)(F)F)[C:12]3[CH:25]=[CH:24][C:15]4[C@H:16]([CH2:19][C:20]([O:22]C)=[O:21])[CH2:17][O:18][C:14]=4[CH:13]=3)[C:6]=2[CH:5]=[CH:4][CH:3]=1.[OH-].[Na+].Cl. Product: [Br:1][C:2]1[C:10]2[O:9][CH2:8][C@@H:7]([NH:11][C:12]3[CH:25]=[CH:24][C:15]4[C@H:16]([CH2:19][C:20]([OH:22])=[O:21])[CH2:17][O:18][C:14]=4[CH:13]=3)[C:6]=2[CH:5]=[CH:4][CH:3]=1. The catalyst class is: 193. (6) Reactant: [F:1][C:2]([F:25])([F:24])[CH2:3][O:4][C:5]1[CH:23]=[CH:22][C:8]([C:9]([NH:11][CH2:12][CH2:13][NH:14]C(=O)OC(C)(C)C)=[O:10])=[CH:7][N:6]=1.[ClH:26]. Product: [ClH:26].[NH2:14][CH2:13][CH2:12][NH:11][C:9](=[O:10])[C:8]1[CH:22]=[CH:23][C:5]([O:4][CH2:3][C:2]([F:1])([F:24])[F:25])=[N:6][CH:7]=1. The catalyst class is: 25.